From a dataset of Forward reaction prediction with 1.9M reactions from USPTO patents (1976-2016). Predict the product of the given reaction. (1) Given the reactants [CH3:1][N:2]1[C:6]([C:7](=[N:14][O:15][CH:16]([C:18]2[N:23]=[C:22]([NH2:24])[CH:21]=[CH:20][CH:19]=2)[CH3:17])[C:8]2[CH:13]=[CH:12][CH:11]=[CH:10][CH:9]=2)=[N:5][N:4]=[N:3]1.N1C=CC=CC=1.[C:31](O[C:31]([O:33][C:34]([CH3:37])([CH3:36])[CH3:35])=[O:32])([O:33][C:34]([CH3:37])([CH3:36])[CH3:35])=[O:32].O, predict the reaction product. The product is: [CH3:1][N:2]1[C:6]([C:7](=[N:14][O:15][CH:16]([C:18]2[N:23]=[C:22]([NH:24][C:31](=[O:32])[O:33][C:34]([CH3:37])([CH3:36])[CH3:35])[CH:21]=[CH:20][CH:19]=2)[CH3:17])[C:8]2[CH:9]=[CH:10][CH:11]=[CH:12][CH:13]=2)=[N:5][N:4]=[N:3]1. (2) Given the reactants [NH2:1][CH:2]1[N:8]=[C:7]([C:9]2[CH:14]=[CH:13][CH:12]=[CH:11][CH:10]=2)[C:6]2[CH:15]=[CH:16][CH:17]=[CH:18][C:5]=2[N:4]([CH3:19])[C:3]1=[O:20].[F:21][C:22]1[CH:23]=[C:24]([CH:36]=[C:37]([F:39])[CH:38]=1)[CH2:25][NH:26][C:27](=[O:35])[CH:28]([CH:32]([CH3:34])[CH3:33])[C:29](O)=[O:30], predict the reaction product. The product is: [F:21][C:22]1[CH:23]=[C:24]([CH:36]=[C:37]([F:39])[CH:38]=1)[CH2:25][NH:26][C:27](=[O:35])[CH:28]([CH:32]([CH3:34])[CH3:33])[C:29]([NH:1][CH:2]1[C:3](=[O:20])[N:4]([CH3:19])[C:5]2[CH:18]=[CH:17][CH:16]=[CH:15][C:6]=2[C:7]([C:9]2[CH:14]=[CH:13][CH:12]=[CH:11][CH:10]=2)=[N:8]1)=[O:30]. (3) Given the reactants [CH2:1]([CH:8]1[CH2:13][CH2:12][CH:11]([C:14]([O:16]CC)=O)[CH2:10][CH2:9]1)[C:2]1[CH:7]=[CH:6][CH:5]=[CH:4][CH:3]=1.[NH2:19][C:20]1[CH:27]=[CH:26][C:23]([C:24]#[N:25])=[CH:22][CH:21]=1, predict the reaction product. The product is: [CH2:1]([C@@H:8]1[CH2:9][CH2:10][C@H:11]([C:14]([NH:19][C:20]2[CH:27]=[CH:26][C:23]([C:24]#[N:25])=[CH:22][CH:21]=2)=[O:16])[CH2:12][CH2:13]1)[C:2]1[CH:3]=[CH:4][CH:5]=[CH:6][CH:7]=1. (4) The product is: [CH:8]1[C:17]2[C:12](=[CH:13][CH:14]=[CH:15][CH:16]=2)[CH:11]=[CH:10][C:9]=1[CH2:18][NH:7][CH:4]1[CH2:5][CH2:6][O:1][CH2:2][CH2:3]1. Given the reactants [O:1]1[CH2:6][CH2:5][CH:4]([NH2:7])[CH2:3][CH2:2]1.[CH:8]1[C:17]2[C:12](=[CH:13][CH:14]=[CH:15][CH:16]=2)[CH:11]=[CH:10][C:9]=1[CH:18]=O.C(O[BH-](OC(=O)C)OC(=O)C)(=O)C.[Na+].[OH-].[Na+], predict the reaction product.